From a dataset of Full USPTO retrosynthesis dataset with 1.9M reactions from patents (1976-2016). Predict the reactants needed to synthesize the given product. (1) Given the product [F:32][C:2]([F:1])([F:31])[C:3]1[CH:26]=[C:25]([C:27]([F:29])([F:30])[F:28])[CH:24]=[CH:23][C:4]=1[CH2:5][N:6]1[C:14]2[C:9](=[CH:10][C:11](/[CH:15]=[C:16]3/[C:17](=[O:22])[N:18]([CH2:38][CH2:37][CH2:36][N:35]([CH3:40])[CH3:34])[C:19](=[O:21])[S:20]/3)=[CH:12][CH:13]=2)[CH:8]=[CH:7]1, predict the reactants needed to synthesize it. The reactants are: [F:1][C:2]([F:32])([F:31])[C:3]1[CH:26]=[C:25]([C:27]([F:30])([F:29])[F:28])[CH:24]=[CH:23][C:4]=1[CH2:5][N:6]1[C:14]2[C:9](=[CH:10][C:11](/[CH:15]=[C:16]3/[C:17](=[O:22])[NH:18][C:19](=[O:21])[S:20]/3)=[CH:12][CH:13]=2)[CH:8]=[CH:7]1.Cl.[CH3:34][N:35]([CH3:40])[CH2:36][CH2:37][CH2:38]Cl. (2) Given the product [F:22][C:20]1[CH:19]=[CH:18][C:15]2[N:16]([CH3:17])[C:12]([CH2:8][CH2:9][C:10]#[C:11][C:2]3[CH:7]=[CH:6][CH:5]=[CH:4][N:3]=3)=[N:13][C:14]=2[CH:21]=1, predict the reactants needed to synthesize it. The reactants are: I[C:2]1[CH:7]=[CH:6][CH:5]=[CH:4][N:3]=1.[CH2:8]([C:12]1[N:16]([CH3:17])[C:15]2[CH:18]=[CH:19][C:20]([F:22])=[CH:21][C:14]=2[N:13]=1)[CH2:9][C:10]#[CH:11]. (3) The reactants are: [CH2:1]([CH:4]1[C:9]([O:10][CH3:11])=[N:8][C@H:7]([CH:12]([CH3:14])[CH3:13])[C:6]([O:15][CH3:16])=[N:5]1)[CH:2]=[CH2:3].[Br:17][C:18]1[CH:23]=[CH:22][C:21]([CH2:24][CH2:25]I)=[C:20]([Cl:27])[CH:19]=1.O. Given the product [CH2:1]([C@:4]1([CH2:25][CH2:24][C:21]2[CH:22]=[CH:23][C:18]([Br:17])=[CH:19][C:20]=2[Cl:27])[C:9]([O:10][CH3:11])=[N:8][C@H:7]([CH:12]([CH3:14])[CH3:13])[C:6]([O:15][CH3:16])=[N:5]1)[CH:2]=[CH2:3], predict the reactants needed to synthesize it. (4) Given the product [CH3:1][O:2][C:3](=[O:16])[CH2:4][C:5]1[C:9]2[C:10]([Cl:15])=[CH:11][C:12]([O:14][CH2:24][C:23]3[C:18]([CH3:17])=[N:19][C:20]([C:26]([F:29])([F:27])[F:28])=[CH:21][CH:22]=3)=[CH:13][C:8]=2[S:7][CH:6]=1, predict the reactants needed to synthesize it. The reactants are: [CH3:1][O:2][C:3](=[O:16])[CH2:4][C:5]1[C:9]2[C:10]([Cl:15])=[CH:11][C:12]([OH:14])=[CH:13][C:8]=2[S:7][CH:6]=1.[CH3:17][C:18]1[C:23]([CH2:24]O)=[CH:22][CH:21]=[C:20]([C:26]([F:29])([F:28])[F:27])[N:19]=1.C(P(CCCC)CCCC)CCC.C1CCN(C(N=NC(N2CCCCC2)=O)=O)CC1. (5) Given the product [CH:1]1([O:6][CH2:7][C:8]([Cl:13])=[O:10])[CH2:5][CH2:4][CH2:3][CH2:2]1, predict the reactants needed to synthesize it. The reactants are: [CH:1]1([O:6][CH2:7][C:8]([OH:10])=O)[CH2:5][CH2:4][CH2:3][CH2:2]1.S(Cl)([Cl:13])=O. (6) Given the product [CH3:17][S:16][C:12]1[N:13]=[C:14]([C:1]2[CH:6]=[CH:5][CH:4]=[CH:3][CH:2]=2)[CH:15]=[CH:10][N:11]=1, predict the reactants needed to synthesize it. The reactants are: [C:1]1([Mg]Br)[CH:6]=[CH:5][CH:4]=[CH:3][CH:2]=1.Cl[C:10]1[CH:15]=[CH:14][N:13]=[C:12]([S:16][CH3:17])[N:11]=1. (7) Given the product [Cl:29][C:27]1[CH:26]=[CH:25][C:24]([N:30]2[CH:34]=[N:33][N:32]=[N:31]2)=[C:23]([C:18]2[CH:17]=[C:16]3[N:21]([C@H:13]([C:11]4[NH:12][C:8]([C:5]5[CH:4]=[CH:3][C:2]([NH:1][C:35](=[O:42])[CH2:36][CH2:37][CH2:38][C:39]([OH:41])=[O:40])=[CH:7][CH:6]=5)=[CH:9][N:10]=4)[CH2:14][CH2:15]3)[C:20](=[O:22])[CH:19]=2)[CH:28]=1.[CH:20]([OH:22])=[O:40], predict the reactants needed to synthesize it. The reactants are: [NH2:1][C:2]1[CH:7]=[CH:6][C:5]([C:8]2[NH:12][C:11]([C@H:13]3[N:21]4[C:16](=[CH:17][C:18]([C:23]5[CH:28]=[C:27]([Cl:29])[CH:26]=[CH:25][C:24]=5[N:30]5[CH:34]=[N:33][N:32]=[N:31]5)=[CH:19][C:20]4=[O:22])[CH2:15][CH2:14]3)=[N:10][CH:9]=2)=[CH:4][CH:3]=1.[C:35]1(=[O:42])[O:41][C:39](=[O:40])[CH2:38][CH2:37][CH2:36]1.